Dataset: Catalyst prediction with 721,799 reactions and 888 catalyst types from USPTO. Task: Predict which catalyst facilitates the given reaction. (1) The catalyst class is: 40. Reactant: C([O:3][C:4](=O)[CH2:5][C:6]([C:8]1[CH:13]=[CH:12][N:11]=[C:10]([Cl:14])[CH:9]=1)=O)C.S(O)(O)(=O)=O.[CH3:21][S:22][C:23](=[NH:25])[NH2:24]. Product: [Cl:14][C:10]1[CH:9]=[C:8]([C:6]2[N:24]=[C:23]([S:22][CH3:21])[NH:25][C:4](=[O:3])[CH:5]=2)[CH:13]=[CH:12][N:11]=1. (2) Reactant: CO[CH:3]1[N:7]([C:8]([O:10][CH3:11])=[O:9])[C@H:6]([C:12]([O:14][CH3:15])=[O:13])[CH2:5][CH2:4]1.C[Si]([C:20]#[C:21][CH3:22])(C)C.[Sn](Cl)(Cl)(Cl)Cl.[Cl-].[Al+3].[Cl-].[Cl-]. Product: [C:20]([C@@H:3]1[N:7]([C:8]([O:10][CH3:11])=[O:9])[C@H:6]([C:12]([O:14][CH3:15])=[O:13])[CH2:5][CH2:4]1)#[C:21][CH3:22]. The catalyst class is: 2. (3) Reactant: [N+:1]([C:4]1[CH:5]=[C:6]2[CH:12]=[C:11]([C:13]([O:15][CH3:16])=[O:14])[NH:10][C:7]2=[N:8][CH:9]=1)([O-])=O.[H][H]. Product: [NH2:1][C:4]1[CH:5]=[C:6]2[CH:12]=[C:11]([C:13]([O:15][CH3:16])=[O:14])[NH:10][C:7]2=[N:8][CH:9]=1. The catalyst class is: 43. (4) Reactant: [Cl:1][C:2]1[C:10]([Cl:11])=[CH:9][CH:8]=[C:7]2[C:3]=1[C:4](=[O:13])[C:5](=[O:12])[NH:6]2.[H-].[Na+].Br[Mg][C:18]1[CH:23]=[C:22]([CH3:24])[CH:21]=[CH:20][C:19]=1[O:25][CH3:26].[Cl-].[NH4+]. Product: [Cl:1][C:2]1[C:10]([Cl:11])=[CH:9][CH:8]=[C:7]2[C:3]=1[C:4]([OH:13])([C:18]1[CH:23]=[C:22]([CH3:24])[CH:21]=[CH:20][C:19]=1[O:25][CH3:26])[C:5](=[O:12])[NH:6]2. The catalyst class is: 7. (5) Reactant: Cl[CH2:2][C:3]1[CH:12]=[CH:11][C:10]2[C:5](=[CH:6][CH:7]=[CH:8][CH:9]=2)[N:4]=1.[I-].[K+].C(=O)([O-])[O-].[K+].[K+].[CH3:21][C:22]1([CH3:40])[CH2:25][C:24]([C:32]2[CH:37]=[C:36]([OH:38])[CH:35]=[CH:34][C:33]=2[OH:39])([C:26]2[CH:31]=[CH:30][CH:29]=[CH:28][CH:27]=2)[CH2:23]1.Cl. Product: [CH3:21][C:22]1([CH3:40])[CH2:23][C:24]([C:32]2[CH:37]=[C:36]([O:38][CH2:2][C:3]3[CH:12]=[CH:11][C:10]4[C:5](=[CH:6][CH:7]=[CH:8][CH:9]=4)[N:4]=3)[CH:35]=[CH:34][C:33]=2[OH:39])([C:26]2[CH:27]=[CH:28][CH:29]=[CH:30][CH:31]=2)[CH2:25]1. The catalyst class is: 18. (6) Reactant: [NH2:1][C:2]1[N:6]([CH3:7])[C:5](=[O:8])[C:4]([C:18]2[CH:23]=[CH:22][CH:21]=[C:20]([Br:24])[CH:19]=2)([C:9]2[CH:13]=[C:12]([C:14](=[O:17])[CH2:15][CH3:16])[NH:11][CH:10]=2)[N:3]=1.C([O-])([O-])=O.[Cs+].[Cs+].I[CH2:32][CH2:33][CH3:34]. Product: [NH2:1][C:2]1[N:6]([CH3:7])[C:5](=[O:8])[C:4]([C:18]2[CH:23]=[CH:22][CH:21]=[C:20]([Br:24])[CH:19]=2)([C:9]2[CH:13]=[C:12]([C:14](=[O:17])[CH2:15][CH3:16])[N:11]([CH2:32][CH2:33][CH3:34])[CH:10]=2)[N:3]=1. The catalyst class is: 3. (7) Reactant: [C:1]([CH2:9][NH:10][CH2:11][C:12]1[CH:13]=[C:14]([C:18]2[CH:23]=[CH:22][C:21]([CH2:24][CH:25]([NH:36][C:37]([O:39][C:40]([CH3:43])([CH3:42])[CH3:41])=[O:38])[C:26]([O:28]CC3C=CC=CC=3)=[O:27])=[CH:20][CH:19]=2)[CH:15]=[CH:16][CH:17]=1)(=[O:8])[C:2]1[CH:7]=[CH:6][CH:5]=[CH:4][CH:3]=1. Product: [C:1]([CH2:9][NH:10][CH2:11][C:12]1[CH:13]=[C:14]([C:18]2[CH:23]=[CH:22][C:21]([CH2:24][CH:25]([NH:36][C:37]([O:39][C:40]([CH3:43])([CH3:42])[CH3:41])=[O:38])[C:26]([OH:28])=[O:27])=[CH:20][CH:19]=2)[CH:15]=[CH:16][CH:17]=1)(=[O:8])[C:2]1[CH:3]=[CH:4][CH:5]=[CH:6][CH:7]=1. The catalyst class is: 78. (8) Reactant: [CH3:1][C:2]1[CH:9]=[CH:8][C:5]([C:6]#[N:7])=[CH:4][C:3]=1[N+:10]([O-:12])=[O:11].Cl.[NH2:14][OH:15].C(N(CC)C(C)C)(C)C. Product: [OH:15]/[N:14]=[C:6](\[NH2:7])/[C:5]1[CH:8]=[CH:9][C:2]([CH3:1])=[C:3]([N+:10]([O-:12])=[O:11])[CH:4]=1. The catalyst class is: 14. (9) Product: [F:1][C:2]1[CH:28]=[CH:27][C:5]([CH2:6][N:7]2[C:15]3[C:10](=[CH:11][CH:12]=[CH:13][CH:14]=3)[C:9]3[C:16]([C:60]4[CH:61]=[CH:62][C:57]([CH3:56])=[CH:58][CH:59]=4)=[C:17]([C:22]([O:24][CH3:25])=[O:23])[N:18]([CH3:21])[C:19](=[O:20])[C:8]2=3)=[CH:4][CH:3]=1. The catalyst class is: 532. Reactant: [F:1][C:2]1[CH:28]=[CH:27][C:5]([CH2:6][N:7]2[C:15]3[C:10](=[CH:11][CH:12]=[CH:13][CH:14]=3)[C:9]3[C:16](O)=[C:17]([C:22]([O:24][CH3:25])=[O:23])[N:18]([CH3:21])[C:19](=[O:20])[C:8]2=3)=[CH:4][CH:3]=1.CCN(CC)CC.O(S(C(F)(F)F)(=O)=O)S(C(F)(F)F)(=O)=O.C([O-])(O)=O.[Na+].[CH3:56][C:57]1[CH:62]=[CH:61][C:60](B(O)O)=[CH:59][CH:58]=1.C([O-])([O-])=O.[Na+].[Na+].[NH4+].[Cl-]. (10) Reactant: [CH3:1][O:2][C:3]1[CH:4]=[C:5]2[C:10](=[CH:11][C:12]=1[O:13][CH3:14])[N:9]=[CH:8][CH:7]=[C:6]2[O:15][C:16]1[CH:21]=[CH:20][C:19]([NH:22][C:23](=O)[CH2:24][O:25][C:26]2[CH:31]=[CH:30][CH:29]=[CH:28][C:27]=2[CH2:32][CH3:33])=[CH:18][CH:17]=1.Cl.[OH-].[Na+]. Product: [CH3:1][O:2][C:3]1[CH:4]=[C:5]2[C:10](=[CH:11][C:12]=1[O:13][CH3:14])[N:9]=[CH:8][CH:7]=[C:6]2[O:15][C:16]1[CH:17]=[CH:18][C:19]([NH:22][CH2:23][CH2:24][O:25][C:26]2[CH:31]=[CH:30][CH:29]=[CH:28][C:27]=2[CH2:32][CH3:33])=[CH:20][CH:21]=1. The catalyst class is: 7.